From a dataset of NCI-60 drug combinations with 297,098 pairs across 59 cell lines. Regression. Given two drug SMILES strings and cell line genomic features, predict the synergy score measuring deviation from expected non-interaction effect. (1) Drug 1: CN1CCC(CC1)COC2=C(C=C3C(=C2)N=CN=C3NC4=C(C=C(C=C4)Br)F)OC. Drug 2: C1CN(P(=O)(OC1)NCCCl)CCCl. Cell line: HS 578T. Synergy scores: CSS=13.1, Synergy_ZIP=8.64, Synergy_Bliss=15.5, Synergy_Loewe=8.92, Synergy_HSA=8.88. (2) Drug 1: CC1=C(C=C(C=C1)NC(=O)C2=CC=C(C=C2)CN3CCN(CC3)C)NC4=NC=CC(=N4)C5=CN=CC=C5. Drug 2: CC1CCCC2(C(O2)CC(NC(=O)CC(C(C(=O)C(C1O)C)(C)C)O)C(=CC3=CSC(=N3)C)C)C. Cell line: SNB-19. Synergy scores: CSS=41.3, Synergy_ZIP=4.54, Synergy_Bliss=3.00, Synergy_Loewe=-27.9, Synergy_HSA=-0.236. (3) Drug 1: COC1=C(C=C2C(=C1)N=CN=C2NC3=CC(=C(C=C3)F)Cl)OCCCN4CCOCC4. Drug 2: C1CCC(C(C1)N)N.C(=O)(C(=O)[O-])[O-].[Pt+4]. Cell line: IGROV1. Synergy scores: CSS=55.4, Synergy_ZIP=5.21, Synergy_Bliss=4.42, Synergy_Loewe=5.95, Synergy_HSA=8.32. (4) Drug 1: C(CC(=O)O)C(=O)CN.Cl. Drug 2: COC1=C2C(=CC3=C1OC=C3)C=CC(=O)O2. Cell line: HL-60(TB). Synergy scores: CSS=-8.45, Synergy_ZIP=3.34, Synergy_Bliss=-3.27, Synergy_Loewe=-12.4, Synergy_HSA=-11.8. (5) Drug 1: CC1=CC=C(C=C1)C2=CC(=NN2C3=CC=C(C=C3)S(=O)(=O)N)C(F)(F)F. Drug 2: CCC1(C2=C(COC1=O)C(=O)N3CC4=CC5=C(C=CC(=C5CN(C)C)O)N=C4C3=C2)O.Cl. Cell line: OVCAR3. Synergy scores: CSS=12.9, Synergy_ZIP=1.32, Synergy_Bliss=-0.415, Synergy_Loewe=-15.6, Synergy_HSA=-2.02. (6) Drug 1: CN(CC1=CN=C2C(=N1)C(=NC(=N2)N)N)C3=CC=C(C=C3)C(=O)NC(CCC(=O)O)C(=O)O. Drug 2: CS(=O)(=O)CCNCC1=CC=C(O1)C2=CC3=C(C=C2)N=CN=C3NC4=CC(=C(C=C4)OCC5=CC(=CC=C5)F)Cl. Cell line: OVCAR3. Synergy scores: CSS=45.4, Synergy_ZIP=-3.88, Synergy_Bliss=-3.77, Synergy_Loewe=-4.63, Synergy_HSA=-3.45.